Dataset: Catalyst prediction with 721,799 reactions and 888 catalyst types from USPTO. Task: Predict which catalyst facilitates the given reaction. Reactant: [NH2:1][C:2]1[CH:3]=[C:4]([CH:22]=[CH:23][CH:24]=1)[CH2:5][N:6]1[C:14]2[CH:13]=[C:12]([NH:15][C:16]3[CH:20]=[CH:19][N:18]([CH3:21])[N:17]=3)[N:11]=[CH:10][C:9]=2[CH:8]=[N:7]1.CCN(C(C)C)C(C)C.[C:34](Cl)(=[O:37])[CH:35]=[CH2:36]. Product: [CH3:21][N:18]1[CH:19]=[CH:20][C:16]([NH:15][C:12]2[N:11]=[CH:10][C:9]3[CH:8]=[N:7][N:6]([CH2:5][C:4]4[CH:3]=[C:2]([NH:1][C:34](=[O:37])[CH:35]=[CH2:36])[CH:24]=[CH:23][CH:22]=4)[C:14]=3[CH:13]=2)=[N:17]1. The catalyst class is: 59.